From a dataset of Full USPTO retrosynthesis dataset with 1.9M reactions from patents (1976-2016). Predict the reactants needed to synthesize the given product. (1) Given the product [CH3:16][C:17]1[N:18]=[C:7]2[C:6]3[CH:1]=[CH:2][CH:3]=[CH:4][C:5]=3[S:11][C:10]3[CH:12]=[CH:13][CH:14]=[CH:15][C:9]=3[N:8]2[C:20]=1[CH3:22], predict the reactants needed to synthesize it. The reactants are: [CH:1]1[C:6]2[CH:7]=[N:8][C:9]3[CH:15]=[CH:14][CH:13]=[CH:12][C:10]=3[S:11][C:5]=2[CH:4]=[CH:3][CH:2]=1.[CH3:16]/[C:17](/[C:20]([CH3:22])=O)=[N:18]\O. (2) Given the product [CH3:14][C:10]([CH2:9][CH2:8][CH:7]=[C:6]([CH3:15])[CH2:5][CH2:4][CH:3]=[C:2]([CH3:16])[CH3:1])=[CH:11][CH2:12][S:39]([C:33]1[CH:38]=[CH:37][CH:36]=[CH:35][CH:34]=1)(=[O:41])=[O:40].[CH3:45][C:46]1[C:58]2[O:59][C@@:24]([CH2:26][CH2:27]/[CH:28]=[C:29](/[CH2:31][CH2:12]/[CH:11]=[C:10](/[CH2:9][CH2:8][CH:7]=[C:6]([CH3:5])[CH3:15])\[CH3:14])\[CH3:30])([CH3:25])[CH2:23][CH2:22][C:21]=2[C:19]([CH3:20])=[C:18]([OH:51])[CH:17]=1, predict the reactants needed to synthesize it. The reactants are: [CH3:1][C:2]([CH3:16])=[CH:3][CH2:4][CH2:5]/[C:6](/[CH3:15])=[CH:7]/[CH2:8][CH2:9]/[C:10](/[CH3:14])=[CH:11]/[CH2:12]O.[CH2:17](Br)[CH:18]=[C:19]([CH2:21][CH2:22][CH:23]=[C:24]([CH2:26][CH2:27][CH:28]=[C:29]([CH3:31])[CH3:30])[CH3:25])[CH3:20].[C:33]1([S:39]([O-:41])=[O:40])[CH:38]=[CH:37][CH:36]=[CH:35][CH:34]=1.[Na+].C([Li])C[CH2:45][CH3:46].FC(F)(F)S([O-])(=O)=[O:51].CN(C)[CH:58]=[O:59]. (3) Given the product [F:27][C:28]1[CH:33]=[C:32]([F:34])[CH:31]=[CH:30][C:29]=1[O:35][C:2]1[CH:3]=[CH:4][C:5]2[N:6]([CH:8]=[CH:9][C:10](=[O:20])[C:11]=2[C:12]2[C:17]([F:18])=[CH:16][CH:15]=[CH:14][C:13]=2[F:19])[N:7]=1, predict the reactants needed to synthesize it. The reactants are: Cl[C:2]1[CH:3]=[CH:4][C:5]2[N:6]([CH:8]=[CH:9][C:10](=[O:20])[C:11]=2[C:12]2[C:17]([F:18])=[CH:16][CH:15]=[CH:14][C:13]=2[F:19])[N:7]=1.C([O-])([O-])=O.[Cs+].[Cs+].[F:27][C:28]1[CH:33]=[C:32]([F:34])[CH:31]=[CH:30][C:29]=1[OH:35].